From a dataset of Reaction yield outcomes from USPTO patents with 853,638 reactions. Predict the reaction yield, written as a fraction of the theoretical maximum amount of product (1.0 means a 100% yield; for example, 0.34 means a 34% yield). (1) The reactants are [O:1]=[C:2]1[CH2:11][CH2:10][CH2:9][C:8]2[CH:7]=[C:6]([C:12]([O:14][CH3:15])=[O:13])[CH:5]=[CH:4][C:3]1=2.[O:16]1[CH2:20][CH2:19][CH:18]([CH:21]=O)[CH2:17]1.N1CCCC1.C(OCC)(=O)C.CCCCCC. The catalyst is CO. The product is [O:1]=[C:2]1[C:11](=[CH:21][CH:18]2[CH2:19][CH2:20][O:16][CH2:17]2)[CH2:10][CH2:9][C:8]2[CH:7]=[C:6]([C:12]([O:14][CH3:15])=[O:13])[CH:5]=[CH:4][C:3]1=2. The yield is 0.580. (2) The yield is 0.930. The catalyst is C(Cl)Cl. The reactants are C1(P(C2C=CC=CC=2)C2C=CC=CC=2)C=CC=CC=1.BrN1C(=O)CCC1=O.[C:28]([C:30]1[CH:31]=[C:32]([CH:40]([CH2:44][CH:45]2[CH2:49][CH2:48][CH2:47][CH2:46]2)[C:41]([OH:43])=O)[CH:33]=[CH:34][C:35]=1[S:36]([CH3:39])(=[O:38])=[O:37])#[N:29].[NH2:50][C:51]1[S:52][CH:53]=[CH:54][N:55]=1. The product is [C:28]([C:30]1[CH:31]=[C:32]([CH:40]([CH2:44][CH:45]2[CH2:46][CH2:47][CH2:48][CH2:49]2)[C:41]([NH:50][C:51]2[S:52][CH:53]=[CH:54][N:55]=2)=[O:43])[CH:33]=[CH:34][C:35]=1[S:36]([CH3:39])(=[O:38])=[O:37])#[N:29]. (3) The reactants are [CH2:1]([C:7]1([CH2:25][CH2:26][CH2:27][CH2:28][CH2:29][CH3:30])[C:19]2[CH:18]=[C:17]3[C:20](=[O:24])[CH:21]([CH3:23])[CH2:22][C:16]3=[CH:15][C:14]=2[C:13]2[C:8]1=[CH:9][CH:10]=[CH:11][CH:12]=2)[CH2:2][CH2:3][CH2:4][CH2:5][CH3:6].[BH4-].[Na+]. The catalyst is C1COCC1.C(O)C. The product is [CH2:25]([C:7]1([CH2:1][CH2:2][CH2:3][CH2:4][CH2:5][CH3:6])[C:19]2[CH:18]=[C:17]3[CH:20]([OH:24])[CH:21]([CH3:23])[CH2:22][C:16]3=[CH:15][C:14]=2[C:13]2[C:8]1=[CH:9][CH:10]=[CH:11][CH:12]=2)[CH2:26][CH2:27][CH2:28][CH2:29][CH3:30]. The yield is 0.960.